Dataset: NCI-60 drug combinations with 297,098 pairs across 59 cell lines. Task: Regression. Given two drug SMILES strings and cell line genomic features, predict the synergy score measuring deviation from expected non-interaction effect. (1) Drug 1: CCC1(CC2CC(C3=C(CCN(C2)C1)C4=CC=CC=C4N3)(C5=C(C=C6C(=C5)C78CCN9C7C(C=CC9)(C(C(C8N6C)(C(=O)OC)O)OC(=O)C)CC)OC)C(=O)OC)O.OS(=O)(=O)O. Drug 2: C1CNP(=O)(OC1)N(CCCl)CCCl. Cell line: UACC62. Synergy scores: CSS=0.623, Synergy_ZIP=-4.88, Synergy_Bliss=-5.56, Synergy_Loewe=-31.7, Synergy_HSA=-7.30. (2) Drug 1: CC1=C(C(=CC=C1)Cl)NC(=O)C2=CN=C(S2)NC3=CC(=NC(=N3)C)N4CCN(CC4)CCO. Drug 2: C1=CC=C(C(=C1)C(C2=CC=C(C=C2)Cl)C(Cl)Cl)Cl. Cell line: NCI-H460. Synergy scores: CSS=-0.192, Synergy_ZIP=1.89, Synergy_Bliss=2.31, Synergy_Loewe=-0.484, Synergy_HSA=-0.227. (3) Drug 1: CC1=C(C(=CC=C1)Cl)NC(=O)C2=CN=C(S2)NC3=CC(=NC(=N3)C)N4CCN(CC4)CCO. Drug 2: CC1C(C(CC(O1)OC2CC(CC3=C2C(=C4C(=C3O)C(=O)C5=CC=CC=C5C4=O)O)(C(=O)C)O)N)O. Cell line: COLO 205. Synergy scores: CSS=56.3, Synergy_ZIP=7.47, Synergy_Bliss=8.43, Synergy_Loewe=-2.16, Synergy_HSA=7.45. (4) Drug 1: CC12CCC(CC1=CCC3C2CCC4(C3CC=C4C5=CN=CC=C5)C)O. Drug 2: CC1=C2C(C(=O)C3(C(CC4C(C3C(C(C2(C)C)(CC1OC(=O)C(C(C5=CC=CC=C5)NC(=O)OC(C)(C)C)O)O)OC(=O)C6=CC=CC=C6)(CO4)OC(=O)C)OC)C)OC. Cell line: SNB-19. Synergy scores: CSS=50.7, Synergy_ZIP=4.51, Synergy_Bliss=9.19, Synergy_Loewe=-20.0, Synergy_HSA=9.94. (5) Cell line: K-562. Drug 1: CCC(=C(C1=CC=CC=C1)C2=CC=C(C=C2)OCCN(C)C)C3=CC=CC=C3.C(C(=O)O)C(CC(=O)O)(C(=O)O)O. Synergy scores: CSS=29.6, Synergy_ZIP=-7.53, Synergy_Bliss=-0.754, Synergy_Loewe=-5.89, Synergy_HSA=3.90. Drug 2: C(CCl)NC(=O)N(CCCl)N=O. (6) Drug 1: CCC1(CC2CC(C3=C(CCN(C2)C1)C4=CC=CC=C4N3)(C5=C(C=C6C(=C5)C78CCN9C7C(C=CC9)(C(C(C8N6C=O)(C(=O)OC)O)OC(=O)C)CC)OC)C(=O)OC)O.OS(=O)(=O)O. Drug 2: CC1=C(C(=CC=C1)Cl)NC(=O)C2=CN=C(S2)NC3=CC(=NC(=N3)C)N4CCN(CC4)CCO. Cell line: COLO 205. Synergy scores: CSS=54.0, Synergy_ZIP=0.641, Synergy_Bliss=-1.05, Synergy_Loewe=-13.9, Synergy_HSA=-0.845.